This data is from NCI-60 drug combinations with 297,098 pairs across 59 cell lines. The task is: Regression. Given two drug SMILES strings and cell line genomic features, predict the synergy score measuring deviation from expected non-interaction effect. (1) Cell line: PC-3. Synergy scores: CSS=21.9, Synergy_ZIP=-2.35, Synergy_Bliss=5.77, Synergy_Loewe=-21.9, Synergy_HSA=2.88. Drug 1: CC1OCC2C(O1)C(C(C(O2)OC3C4COC(=O)C4C(C5=CC6=C(C=C35)OCO6)C7=CC(=C(C(=C7)OC)O)OC)O)O. Drug 2: CC1=CC2C(CCC3(C2CCC3(C(=O)C)OC(=O)C)C)C4(C1=CC(=O)CC4)C. (2) Drug 1: CC12CCC3C(C1CCC2=O)CC(=C)C4=CC(=O)C=CC34C. Drug 2: COC1=CC(=CC(=C1O)OC)C2C3C(COC3=O)C(C4=CC5=C(C=C24)OCO5)OC6C(C(C7C(O6)COC(O7)C8=CC=CS8)O)O. Cell line: EKVX. Synergy scores: CSS=41.6, Synergy_ZIP=-0.400, Synergy_Bliss=2.17, Synergy_Loewe=4.15, Synergy_HSA=4.44. (3) Synergy scores: CSS=25.1, Synergy_ZIP=0.214, Synergy_Bliss=-2.87, Synergy_Loewe=-31.8, Synergy_HSA=-4.26. Cell line: T-47D. Drug 1: CCN(CC)CCNC(=O)C1=C(NC(=C1C)C=C2C3=C(C=CC(=C3)F)NC2=O)C. Drug 2: CC1C(C(CC(O1)OC2CC(CC3=C2C(=C4C(=C3O)C(=O)C5=CC=CC=C5C4=O)O)(C(=O)C)O)N)O. (4) Drug 1: CC1=C(N=C(N=C1N)C(CC(=O)N)NCC(C(=O)N)N)C(=O)NC(C(C2=CN=CN2)OC3C(C(C(C(O3)CO)O)O)OC4C(C(C(C(O4)CO)O)OC(=O)N)O)C(=O)NC(C)C(C(C)C(=O)NC(C(C)O)C(=O)NCCC5=NC(=CS5)C6=NC(=CS6)C(=O)NCCC[S+](C)C)O. Drug 2: COCCOC1=C(C=C2C(=C1)C(=NC=N2)NC3=CC=CC(=C3)C#C)OCCOC.Cl. Cell line: COLO 205. Synergy scores: CSS=26.7, Synergy_ZIP=-2.68, Synergy_Bliss=3.34, Synergy_Loewe=-2.03, Synergy_HSA=3.80. (5) Drug 1: CC1CCC2CC(C(=CC=CC=CC(CC(C(=O)C(C(C(=CC(C(=O)CC(OC(=O)C3CCCCN3C(=O)C(=O)C1(O2)O)C(C)CC4CCC(C(C4)OC)O)C)C)O)OC)C)C)C)OC. Drug 2: CC=C1C(=O)NC(C(=O)OC2CC(=O)NC(C(=O)NC(CSSCCC=C2)C(=O)N1)C(C)C)C(C)C. Cell line: HCT116. Synergy scores: CSS=61.3, Synergy_ZIP=1.07, Synergy_Bliss=1.11, Synergy_Loewe=-44.4, Synergy_HSA=-1.81. (6) Synergy scores: CSS=52.6, Synergy_ZIP=-2.91, Synergy_Bliss=-1.54, Synergy_Loewe=0.291, Synergy_HSA=2.91. Drug 1: CCC1=C2CN3C(=CC4=C(C3=O)COC(=O)C4(CC)O)C2=NC5=C1C=C(C=C5)O. Drug 2: CC1CCCC2(C(O2)CC(NC(=O)CC(C(C(=O)C(C1O)C)(C)C)O)C(=CC3=CSC(=N3)C)C)C. Cell line: NCIH23.